Dataset: Catalyst prediction with 721,799 reactions and 888 catalyst types from USPTO. Task: Predict which catalyst facilitates the given reaction. (1) Reactant: [CH2:1]([C:8]1[CH2:13][CH2:12][CH:11]([C:14]2[CH:19]=[CH:18][CH:17]=[C:16]([F:20])[CH:15]=2)[CH2:10][CH:9]=1)[CH2:2][CH2:3][CH2:4][CH2:5][CH2:6][CH3:7].[H][H]. Product: [CH2:1]([CH:8]1[CH2:13][CH2:12][CH:11]([C:14]2[CH:19]=[CH:18][CH:17]=[C:16]([F:20])[CH:15]=2)[CH2:10][CH2:9]1)[CH2:2][CH2:3][CH2:4][CH2:5][CH2:6][CH3:7]. The catalyst class is: 11. (2) Reactant: C([O:3][CH2:4][CH3:5])C.[Br:6][C:7]1[CH:12]=[CH:11]C(Br)=[CH:9][N:8]=1.C([Li])CCC.CN(C)C=O. Product: [Br:6][C:7]1[N:8]=[CH:9][C:5]([CH:4]=[O:3])=[CH:11][CH:12]=1. The catalyst class is: 6. (3) The catalyst class is: 1. Product: [C:3]([C:5]1[CH:23]=[C:22]([CH2:24][O:25][C:27]2[CH:28]=[C:29]3[N:36]([CH3:37])[CH2:35][CH2:34][N:30]3[C:31](=[O:33])[N:32]=2)[CH:21]=[CH:20][C:6]=1[O:7][C:8]1[CH:15]=[CH:14][C:11]([C:12]#[N:13])=[C:10]([C:16]([F:18])([F:17])[F:19])[CH:9]=1)#[N:4]. Reactant: [H-].[Na+].[C:3]([C:5]1[CH:23]=[C:22]([CH2:24][OH:25])[CH:21]=[CH:20][C:6]=1[O:7][C:8]1[CH:15]=[CH:14][C:11]([C:12]#[N:13])=[C:10]([C:16]([F:19])([F:18])[F:17])[CH:9]=1)#[N:4].Cl[C:27]1[CH:28]=[C:29]2[N:36]([CH3:37])[CH2:35][CH2:34][N:30]2[C:31](=[O:33])[N:32]=1. (4) Reactant: [C:1]([C:3]1[CH:8]=[CH:7][C:6]([C:9]2[N:13]3[CH:14]=[C:15]([C:18]4[CH:38]=[CH:37][C:21]([C:22]([N:24]5[CH2:29][CH2:28][N:27](C(OC(C)(C)C)=O)[CH2:26][CH2:25]5)=[O:23])=[C:20]([O:39][CH3:40])[CH:19]=4)[N:16]=[CH:17][C:12]3=[N:11][CH:10]=2)=[CH:5][CH:4]=1)#[N:2]. Product: [CH3:40][O:39][C:20]1[CH:19]=[C:18]([C:15]2[N:16]=[CH:17][C:12]3[N:13]([C:9]([C:6]4[CH:7]=[CH:8][C:3]([C:1]#[N:2])=[CH:4][CH:5]=4)=[CH:10][N:11]=3)[CH:14]=2)[CH:38]=[CH:37][C:21]=1[C:22]([N:24]1[CH2:25][CH2:26][NH:27][CH2:28][CH2:29]1)=[O:23]. The catalyst class is: 393. (5) Reactant: [F:1][C:2]1[CH:7]=[CH:6][C:5]([C:8]([C:10]([C:12]2[CH:17]=[CH:16][C:15]([F:18])=[CH:14][CH:13]=2)=O)=O)=[CH:4][CH:3]=1.[CH2:19]([NH2:22])[CH2:20][NH2:21]. Product: [F:1][C:2]1[CH:7]=[CH:6][C:5]([C:8]2[C:10]([C:12]3[CH:17]=[CH:16][C:15]([F:18])=[CH:14][CH:13]=3)=[N:22][CH2:19][CH2:20][N:21]=2)=[CH:4][CH:3]=1. The catalyst class is: 8. (6) Reactant: C[O:2][CH:3](OC)[C:4]1[NH:8][N:7]=[C:6]([C:9]([O:11][C:12]([CH3:15])([CH3:14])[CH3:13])=[O:10])[CH:5]=1.S(=O)(=O)(O)[O-].[K+]. Product: [CH:3]([C:4]1[NH:8][N:7]=[C:6]([C:9]([O:11][C:12]([CH3:15])([CH3:14])[CH3:13])=[O:10])[CH:5]=1)=[O:2]. The catalyst class is: 95. (7) Reactant: [CH3:1][C:2]1[CH:7]=[CH:6][C:5]([N+:8]([O-:10])=[O:9])=[CH:4][C:3]=1[O:11][CH3:12].[Br:13]C1CC(=O)NC1=O. Product: [CH3:12][O:11][C:3]1[CH:4]=[C:5]([N+:8]([O-:10])=[O:9])[CH:6]=[CH:7][C:2]=1[CH2:1][Br:13]. The catalyst class is: 53. (8) Reactant: [CH3:1][O:2][C:3]([C:5]1[CH:10]=[CH:9][C:8]([C:11]2[CH:16]=[CH:15][CH:14]=[C:13]([NH2:17])[CH:12]=2)=[CH:7][C:6]=1[CH3:18])=[O:4].[Cl:19][C:20]1[C:25]([CH3:26])=[CH:24][C:23]([S:27](Cl)(=[O:29])=[O:28])=[C:22]([CH3:31])[CH:21]=1.C(N(CC)CC)C.CCOC(C)=O. Product: [CH3:1][O:2][C:3]([C:5]1[CH:10]=[CH:9][C:8]([C:11]2[CH:16]=[CH:15][CH:14]=[C:13]([NH:17][S:27]([C:23]3[CH:24]=[C:25]([CH3:26])[C:20]([Cl:19])=[CH:21][C:22]=3[CH3:31])(=[O:28])=[O:29])[CH:12]=2)=[CH:7][C:6]=1[CH3:18])=[O:4]. The catalyst class is: 26. (9) Product: [OH:41][C:38]1[CH:39]=[CH:40][C:35]([CH2:34][C@H:30]([NH:29][C:27]([C:24]2[CH:25]=[CH:26][C:8]3[C:7]([CH:1]4[CH2:2][CH2:3][CH2:4][CH2:5][CH2:6]4)=[C:16]4[N:10]([CH2:11][CH2:12][O:13][C:14]5[CH:20]=[C:19]([O:21][CH3:22])[CH:18]=[CH:17][C:15]=54)[C:9]=3[CH:23]=2)=[O:28])[C:31](=[O:33])[N:44]([O:45][CH3:46])[CH3:43])=[CH:36][CH:37]=1. Reactant: [CH:1]1([C:7]2[C:8]3[CH:26]=[CH:25][C:24]([C:27]([NH:29][C@@H:30]([CH2:34][C:35]4[CH:40]=[CH:39][C:38]([OH:41])=[CH:37][CH:36]=4)[C:31]([OH:33])=O)=[O:28])=[CH:23][C:9]=3[N:10]3[C:16]=2[C:15]2[CH:17]=[CH:18][C:19]([O:21][CH3:22])=[CH:20][C:14]=2[O:13][CH2:12][CH2:11]3)[CH2:6][CH2:5][CH2:4][CH2:3][CH2:2]1.Cl.[CH3:43][NH:44][O:45][CH3:46].O.ON1C2C=CC=CC=2N=N1.Cl.C(N=C=NCCCN(C)C)C.C(N(CC)CC)C.C(=O)([O-])O.[Na+]. The catalyst class is: 9.